This data is from CYP2C9 inhibition data for predicting drug metabolism from PubChem BioAssay. The task is: Regression/Classification. Given a drug SMILES string, predict its absorption, distribution, metabolism, or excretion properties. Task type varies by dataset: regression for continuous measurements (e.g., permeability, clearance, half-life) or binary classification for categorical outcomes (e.g., BBB penetration, CYP inhibition). Dataset: cyp2c9_veith. (1) The drug is COc1ccc(-c2cc(C(F)(F)F)n3nc(C(=O)N4CCCCC4)cc3n2)cc1. The result is 1 (inhibitor). (2) The molecule is CN1CCc2c(c3c(n2C)CCN(C)[C@H]3c2ccccc2F)[C@@H]1c1ccccc1F.Cl. The result is 0 (non-inhibitor). (3) The drug is CCOC(=O)Cc1csc(N/N=C/c2ccc(C(F)(F)F)cc2)n1. The result is 0 (non-inhibitor). (4) The compound is Cc1ccc(S(=O)(=O)N2CCOCC2)cc1NC(=O)COC(=O)CCC(=O)c1cccs1. The result is 1 (inhibitor). (5) The compound is COc1ccc(-c2cn3c(C)c(C(=O)NCCN4CCOCC4)sc3n2)cc1. The result is 1 (inhibitor). (6) The drug is COC(=O)[C@@]1(Cc2ccc(F)cc2)[C@H]2c3cc(C(=O)N(C)C)n(Cc4ccc(C)o4)c3C[C@H]2CN1C(=O)c1ccccc1. The result is 1 (inhibitor). (7) The molecule is O=C1CCCC=C1[C@@H](O)CCOCc1ccccc1. The result is 0 (non-inhibitor).